Predict the reactants needed to synthesize the given product. From a dataset of Full USPTO retrosynthesis dataset with 1.9M reactions from patents (1976-2016). (1) Given the product [C:2]([C:4]1[CH:9]=[CH:8][C:7]([CH2:10][C:11]([NH:13][C:14]2[CH:19]=[C:18]([C:20]([C:22]3[C:30]4[CH:29]=[N:28][CH:27]=[N:26][C:25]=4[N:24]([C:31]([CH3:42])([CH3:41])[CH2:32][OH:33])[CH:23]=3)=[O:21])[CH:17]=[CH:16][N:15]=2)=[O:12])=[CH:6][CH:5]=1)#[N:3], predict the reactants needed to synthesize it. The reactants are: Cl.[C:2]([C:4]1[CH:9]=[CH:8][C:7]([CH2:10][C:11]([NH:13][C:14]2[CH:19]=[C:18]([C:20]([C:22]3[C:30]4[CH:29]=[N:28][CH:27]=[N:26][C:25]=4[N:24]([C:31]([CH3:42])([CH3:41])[CH2:32][O:33][Si](C(C)(C)C)(C)C)[CH:23]=3)=[O:21])[CH:17]=[CH:16][N:15]=2)=[O:12])=[CH:6][CH:5]=1)#[N:3].[OH-].[Na+].C(Cl)Cl. (2) Given the product [C:2]1([NH:1][S:8]([NH2:11])(=[O:10])=[O:9])[CH:7]=[CH:6][CH:5]=[CH:4][CH:3]=1, predict the reactants needed to synthesize it. The reactants are: [NH2:1][C:2]1[CH:7]=[CH:6][CH:5]=[CH:4][CH:3]=1.[S:8](N)([NH2:11])(=[O:10])=[O:9].[Cl-].[Na+].C(OCC)(=O)C. (3) Given the product [ClH:24].[F:8][C:7]1[C:2]([F:1])=[CH:3][C:4]2[N:18]=[C:15]([NH2:16])[C:14]3[CH:13]=[C:12]([CH3:17])[S:11][C:10]=3[NH:9][C:5]=2[CH:6]=1, predict the reactants needed to synthesize it. The reactants are: [F:1][C:2]1[C:7]([F:8])=[CH:6][C:5]([NH:9][C:10]2[S:11][C:12]([CH3:17])=[CH:13][C:14]=2[C:15]#[N:16])=[C:4]([N+:18]([O-])=O)[CH:3]=1.O.O.[Sn](Cl)[Cl:24].Cl. (4) Given the product [Cl:1][C:2]1[C:3]([CH2:9][CH3:10])=[CH:4][C:5]([CH:12]=[O:13])=[C:6]([F:8])[CH:7]=1, predict the reactants needed to synthesize it. The reactants are: [Cl:1][C:2]1[CH:7]=[C:6]([F:8])[CH:5]=[CH:4][C:3]=1[CH2:9][CH3:10].Cl[CH:12](Cl)[O:13]C. (5) Given the product [CH3:1][O:2][C:3](=[O:13])[C:4]1[CH:9]=[CH:8][C:7]([NH:10][C:24](=[O:25])[C:23]2[CH:27]=[C:28]([F:31])[CH:29]=[CH:30][C:22]=2[Cl:21])=[C:6]([O:11][CH3:12])[CH:5]=1, predict the reactants needed to synthesize it. The reactants are: [CH3:1][O:2][C:3](=[O:13])[C:4]1[CH:9]=[CH:8][C:7]([NH2:10])=[C:6]([O:11][CH3:12])[CH:5]=1.CCN(CC)CC.[Cl:21][C:22]1[CH:30]=[CH:29][C:28]([F:31])=[CH:27][C:23]=1[C:24](Cl)=[O:25]. (6) Given the product [O-:15][S:13]([C:16]([F:19])([F:18])[F:17])(=[O:14])=[O:12].[CH2:2]([N+:6]1[CH:10]=[CH:9][N:8]([CH3:11])[CH:7]=1)[CH2:3][CH2:4][CH3:5], predict the reactants needed to synthesize it. The reactants are: [Cl-].[CH2:2]([N+:6]1[CH:10]=[CH:9][N:8]([CH3:11])[CH:7]=1)[CH2:3][CH2:4][CH3:5].[O:12]([Si](C)(C)C)[S:13]([C:16]([F:19])([F:18])[F:17])(=[O:15])=[O:14]. (7) Given the product [ClH:1].[F:2][C:3]1[CH:4]=[CH:5][C:6]([C:15]([F:18])([F:16])[F:17])=[C:7]([CH:9]2[CH2:10][CH2:11][NH:12][CH2:13][CH2:14]2)[CH:8]=1, predict the reactants needed to synthesize it. The reactants are: [ClH:1].[F:2][C:3]1[CH:4]=[CH:5][C:6]([C:15]([F:18])([F:17])[F:16])=[C:7]([C:9]2[CH2:10][CH2:11][NH:12][CH2:13][CH:14]=2)[CH:8]=1.